This data is from Catalyst prediction with 721,799 reactions and 888 catalyst types from USPTO. The task is: Predict which catalyst facilitates the given reaction. (1) Reactant: [O:1]1[CH:5]=[CH:4][CH:3]=[CH:2]1.C([Li])CCC.[S:11](Cl)([Cl:14])(=[O:13])=[O:12]. Product: [O:1]1[CH:5]=[CH:4][CH:3]=[C:2]1[S:11]([Cl:14])(=[O:13])=[O:12]. The catalyst class is: 54. (2) Reactant: CS(O[CH2:6][CH:7]([N:9]1[C:17]2[C:12](=[C:13]([C:20]([F:23])([F:22])[F:21])[C:14]([C:18]#[N:19])=[CH:15][CH:16]=2)[CH:11]=[C:10]1[CH3:24])[CH3:8])(=O)=O.[CH3:25][S-:26].[Na+]. Product: [CH3:24][C:10]1[N:9]([CH:7]([CH3:8])[CH2:6][S:26][CH3:25])[C:17]2[C:12]([CH:11]=1)=[C:13]([C:20]([F:21])([F:23])[F:22])[C:14]([C:18]#[N:19])=[CH:15][CH:16]=2. The catalyst class is: 18. (3) Reactant: [Cl:1][C:2]1[CH:7]=[CH:6][C:5]([N:8]2[C:12]([CH:13]([CH:17]3[CH2:22][CH2:21][CH2:20][CH2:19][CH2:18]3)[C:14](O)=[O:15])=[C:11]3[CH2:23][CH2:24][CH2:25][CH2:26][CH2:27][C:10]3=[N:9]2)=[CH:4][CH:3]=1.S(Cl)(Cl)=O.[CH:32]1([NH2:38])[CH2:37][CH2:36][CH2:35][CH2:34][CH2:33]1. Product: [Cl:1][C:2]1[CH:3]=[CH:4][C:5]([N:8]2[C:12]([CH:13]([CH:17]3[CH2:18][CH2:19][CH2:20][CH2:21][CH2:22]3)[C:14]([NH:38][CH:32]3[CH2:37][CH2:36][CH2:35][CH2:34][CH2:33]3)=[O:15])=[C:11]3[CH2:23][CH2:24][CH2:25][CH2:26][CH2:27][C:10]3=[N:9]2)=[CH:6][CH:7]=1. The catalyst class is: 142. (4) Reactant: [Br:1][C:2]1[CH:7]=[CH:6][C:5]([N:8]=[C:9]=[O:10])=[CH:4][CH:3]=1.[CH3:11][NH2:12]. Product: [Br:1][C:2]1[CH:7]=[CH:6][C:5]([NH:8][C:9]([NH:12][CH3:11])=[O:10])=[CH:4][CH:3]=1. The catalyst class is: 10. (5) Reactant: I[C:2]1[CH:7]=[C:6]([C:8]2[S:9][CH:10]=[CH:11][CH:12]=2)[CH:5]=[CH:4][N:3]=1.C([Mg]Cl)(C)C.[CH2:18]([Sn:22]([CH2:28][CH2:29][CH2:30][CH3:31])([CH2:24][CH2:25][CH2:26][CH3:27])Cl)[CH2:19][CH2:20][CH3:21]. Product: [S:9]1[CH:10]=[CH:11][CH:12]=[C:8]1[C:6]1[CH:5]=[CH:4][N:3]=[C:2]([Sn:22]([CH2:24][CH2:25][CH2:26][CH3:27])([CH2:28][CH2:29][CH2:30][CH3:31])[CH2:18][CH2:19][CH2:20][CH3:21])[CH:7]=1. The catalyst class is: 1. (6) Reactant: [NH2:1][C:2]1[CH:36]=[CH:35][C:5]([O:6][C:7]2[CH:12]=[CH:11][N:10]=[C:9]3[CH:13]=[C:14]([C:16]4[N:21]=[CH:20][C:19]([CH2:22][N:23]([CH2:31][CH2:32][O:33][CH3:34])[C:24](=[O:30])[O:25][C:26]([CH3:29])([CH3:28])[CH3:27])=[CH:18][CH:17]=4)[S:15][C:8]=23)=[C:4]([F:37])[C:3]=1[F:38].CC[N:41]([CH:45]([CH3:47])[CH3:46])[CH:42](C)C.ClC(Cl)([O:51]C(=O)OC(Cl)(Cl)Cl)Cl.C1(N)CC1. Product: [CH:45]1([NH:41][C:42](=[O:51])[NH:1][C:2]2[CH:36]=[CH:35][C:5]([O:6][C:7]3[CH:12]=[CH:11][N:10]=[C:9]4[CH:13]=[C:14]([C:16]5[N:21]=[CH:20][C:19]([CH2:22][N:23]([CH2:31][CH2:32][O:33][CH3:34])[C:24](=[O:30])[O:25][C:26]([CH3:29])([CH3:28])[CH3:27])=[CH:18][CH:17]=5)[S:15][C:8]=34)=[C:4]([F:37])[C:3]=2[F:38])[CH2:46][CH2:47]1. The catalyst class is: 1. (7) Reactant: Cl[CH:2]([C:20]1[CH:25]=[CH:24][CH:23]=[CH:22][CH:21]=1)[C:3]([C:5]1[C:13]2[C:8](=[CH:9][CH:10]=[CH:11][CH:12]=2)[N:7]([CH2:14][CH2:15][O:16][CH2:17][O:18][CH3:19])[CH:6]=1)=[O:4].[CH3:26][O:27][C:28]1[CH:29]=[C:30]([CH:32]=[C:33]([O:35][CH3:36])[CH:34]=1)[NH2:31]. Product: [CH3:36][O:35][C:33]1[CH:32]=[C:30]([NH:31][CH:2]([C:20]2[CH:25]=[CH:24][CH:23]=[CH:22][CH:21]=2)[C:3]([C:5]2[C:13]3[C:8](=[CH:9][CH:10]=[CH:11][CH:12]=3)[N:7]([CH2:14][CH2:15][O:16][CH2:17][O:18][CH3:19])[CH:6]=2)=[O:4])[CH:29]=[C:28]([O:27][CH3:26])[CH:34]=1. The catalyst class is: 10. (8) Reactant: [Br:1][C:2]1[CH:3]=[C:4]([NH:10][C:11]2[N:16]=[CH:15][C:14]([C:17]([NH:20]C(=O)CCl)([CH3:19])[CH3:18])=[CH:13][CH:12]=2)[C:5](=[O:9])[N:6]([CH3:8])[CH:7]=1.NC(N)=S.C(O)C.C(=O)(O)[O-].[Na+]. Product: [NH2:20][C:17]([C:14]1[CH:13]=[CH:12][C:11]([NH:10][C:4]2[C:5](=[O:9])[N:6]([CH3:8])[CH:7]=[C:2]([Br:1])[CH:3]=2)=[N:16][CH:15]=1)([CH3:18])[CH3:19]. The catalyst class is: 211. (9) Reactant: [C:1]([O:5][C:6]([N:8]1[CH2:13][CH2:12][NH:11][C:10](=[O:14])[CH2:9]1)=[O:7])([CH3:4])([CH3:3])[CH3:2].CC(C)([O-])C.[K+].CC1C=CC(S(O[CH2:32][CH2:33][F:34])(=O)=O)=CC=1. Product: [C:1]([O:5][C:6]([N:8]1[CH2:13][CH2:12][N:11]([CH2:32][CH2:33][F:34])[C:10](=[O:14])[CH2:9]1)=[O:7])([CH3:4])([CH3:2])[CH3:3]. The catalyst class is: 3.